Dataset: Catalyst prediction with 721,799 reactions and 888 catalyst types from USPTO. Task: Predict which catalyst facilitates the given reaction. Product: [NH2:5][C:6]1[CH:7]=[C:8]([C:12]2([OH:48])[CH2:17][CH2:16][NH:15][CH2:14][CH:13]2[C:25]([N:27]([CH:45]2[CH2:46][CH2:47]2)[CH2:28][C:29]2[CH:34]=[C:33]([CH2:35][CH2:36][CH2:37][O:38][CH3:39])[CH:32]=[C:31]([O:40][CH2:41][CH2:42][O:43][CH3:44])[CH:30]=2)=[O:26])[CH:9]=[CH:10][CH:11]=1. The catalyst class is: 2. Reactant: C[Si]([N:5]([Si](C)(C)C)[C:6]1[CH:7]=[C:8]([C@@:12]2([OH:48])[CH2:17][CH2:16][N:15](C(OC(C)(C)C)=O)[CH2:14][C@@H:13]2[C:25]([N:27]([CH:45]2[CH2:47][CH2:46]2)[CH2:28][C:29]2[CH:34]=[C:33]([CH2:35][CH2:36][CH2:37][O:38][CH3:39])[CH:32]=[C:31]([O:40][CH2:41][CH2:42][O:43][CH3:44])[CH:30]=2)=[O:26])[CH:9]=[CH:10][CH:11]=1)(C)C.Cl.